Dataset: Forward reaction prediction with 1.9M reactions from USPTO patents (1976-2016). Task: Predict the product of the given reaction. (1) Given the reactants [Br:1][C:2]1[CH:7]=[CH:6][C:5]([NH:8][C:9]2[N:10]([CH3:20])[C:11](=[O:19])[CH:12]=[CH:13][C:14]=2[C:15]([O:17][CH3:18])=[O:16])=[C:4]([F:21])[CH:3]=1.[Cl:22]N1C(=O)CCC1=O, predict the reaction product. The product is: [Br:1][C:2]1[CH:7]=[CH:6][C:5]([NH:8][C:9]2[N:10]([CH3:20])[C:11](=[O:19])[C:12]([Cl:22])=[CH:13][C:14]=2[C:15]([O:17][CH3:18])=[O:16])=[C:4]([F:21])[CH:3]=1. (2) Given the reactants C[O:2][C:3]([C:5]1[CH:10]=[CH:9][C:8]([C:11]2[C:16]([CH3:17])=[CH:15][CH:14]=[C:13]([C:18]([NH:20][CH2:21][CH2:22][CH3:23])=[O:19])[CH:12]=2)=[CH:7][CH:6]=1)=[O:4].[CH3:17][C:16]1[C:11]([C:8]2[CH:7]=[CH:6][C:5]([C:3]([OH:2])=[O:4])=[CH:10][CH:9]=2)=[CH:12][C:13]([C:18]([NH:20][CH2:21][CH2:22][CH3:23])=[O:19])=[CH:14][CH:15]=1.[OH-].[Na+], predict the reaction product. The product is: [CH3:17][C:16]1[C:11]([C:8]2[CH:7]=[CH:6][C:5]([C:3]([OH:4])=[O:2])=[CH:10][CH:9]=2)=[CH:12][C:13]([C:18]([NH:20][CH2:21][CH2:22][CH3:23])=[O:19])=[CH:14][CH:15]=1. (3) Given the reactants [O:1]1[CH2:5][CH2:4][O:3][CH:2]1[C:6]1[CH:11]=[C:10](Br)[CH:9]=[CH:8][C:7]=1[O:13][CH3:14].C[Sn](C)(C)[C:17]1[CH:22]=[CH:21][N:20]=[CH:19][CH:18]=1, predict the reaction product. The product is: [O:1]1[CH2:5][CH2:4][O:3][CH:2]1[C:6]1[CH:11]=[C:10]([C:17]2[CH:22]=[CH:21][N:20]=[CH:19][CH:18]=2)[CH:9]=[CH:8][C:7]=1[O:13][CH3:14]. (4) Given the reactants C[O:2][C:3]1[CH:12]=[CH:11][CH:10]=[C:9]2[C:4]=1[CH:5]=[CH:6][C:7]([C:13]([OH:15])=[O:14])=[CH:8]2.Br.[C:17](O)(=O)C, predict the reaction product. The product is: [OH:2][C:3]1[CH:12]=[CH:11][CH:10]=[C:9]2[C:4]=1[CH:5]=[CH:6][C:7]([C:13]([O:15][CH3:17])=[O:14])=[CH:8]2. (5) Given the reactants Br[C:2]1[CH:3]=[C:4]([C:12]2[C:13]([O:18][CH3:19])=[N:14][CH:15]=[CH:16][CH:17]=2)[CH:5]=[C:6]([C:8]([CH3:11])([CH3:10])[CH3:9])[CH:7]=1.[C:20]1([OH:26])[CH:25]=[CH:24][CH:23]=[CH:22][CH:21]=1.C(P(C(C)(C)C)C1C=CC=CC=1C1C(C(C)C)=CC(C(C)C)=CC=1C(C)C)(C)(C)C.[O-]P([O-])([O-])=O.[K+].[K+].[K+], predict the reaction product. The product is: [C:8]([C:6]1[CH:5]=[C:4]([C:12]2[C:13]([O:18][CH3:19])=[N:14][CH:15]=[CH:16][CH:17]=2)[CH:3]=[C:2]([O:26][C:20]2[CH:25]=[CH:24][CH:23]=[CH:22][CH:21]=2)[CH:7]=1)([CH3:11])([CH3:10])[CH3:9]. (6) Given the reactants [NH2:1][C:2]1[C:3]([C:7]2[N:8]([CH2:32][CH3:33])[C:9]3[C:14]([O:15][CH2:16][CH:17]4[S:22][CH2:21][CH2:20][N:19](C(OC(C)(C)C)=O)[CH2:18]4)=[CH:13][N:12]=[C:11](Cl)[C:10]=3[N:31]=2)=[N:4][O:5][N:6]=1.[Na+].[I-].C1CCN2C(=NCCC2)CC1.[CH3:47][C:48]([OH:52])([C:50]#[CH:51])[CH3:49].[NH4+].[Cl-], predict the reaction product. The product is: [NH2:1][C:2]1[C:3]([C:7]2[N:8]([CH2:32][CH3:33])[C:9]3[C:14]([O:15][CH2:16][CH:17]4[S:22][CH2:21][CH2:20][NH:19][CH2:18]4)=[CH:13][N:12]=[C:11]([C:51]#[C:50][C:48]([CH3:49])([OH:52])[CH3:47])[C:10]=3[N:31]=2)=[N:4][O:5][N:6]=1.